This data is from Full USPTO retrosynthesis dataset with 1.9M reactions from patents (1976-2016). The task is: Predict the reactants needed to synthesize the given product. (1) Given the product [CH2:10]([O:11][C:12](=[O:13])[CH2:14][C:20]([CH:15]1[CH2:19][CH2:18][CH2:17][CH2:16]1)([OH:33])[CH2:21][CH2:22][NH:23][C:24](=[O:32])[CH2:25][CH2:26][C:27]1[O:28][CH:29]=[CH:30][CH:31]=1)[CH3:9], predict the reactants needed to synthesize it. The reactants are: [Li+].CC([N-]C(C)C)C.[CH3:9][CH2:10][O:11][C:12]([CH3:14])=[O:13].[CH:15]1([C:20](=[O:33])[CH2:21][CH2:22][NH:23][C:24](=[O:32])[CH2:25][CH2:26][C:27]2[O:28][CH:29]=[CH:30][CH:31]=2)[CH2:19][CH2:18][CH2:17][CH2:16]1. (2) Given the product [CH2:7]([C:10]1[N:11]([CH2:23][CH2:24][CH2:25][CH2:26][CH2:1][C:2]([Cl:4])=[O:3])[C:12]2[C:21]3[N:20]=[CH:19][CH:18]=[CH:17][C:16]=3[N:15]=[CH:14][C:13]=2[N:22]=1)[CH2:8][CH3:9], predict the reactants needed to synthesize it. The reactants are: [C:1](Cl)(=O)[C:2]([Cl:4])=[O:3].[CH2:7]([C:10]1[N:11]([CH2:23][CH2:24][CH2:25][CH2:26]CC(O)=O)[C:12]2[C:21]3[N:20]=[CH:19][CH:18]=[CH:17][C:16]=3[N:15]=[CH:14][C:13]=2[N:22]=1)[CH2:8][CH3:9]. (3) Given the product [CH:18]1([N:22]2[CH2:23][CH2:24][CH:25]([CH2:28][C:29]3[O:14][C:13]([C:6]4[C:7]5[C:12](=[CH:11][CH:10]=[CH:9][CH:8]=5)[N:4]([CH:1]([CH3:3])[CH3:2])[N:5]=4)=[N:15][N:16]=3)[CH2:26][CH2:27]2)[CH2:19][CH2:20][CH2:21]1, predict the reactants needed to synthesize it. The reactants are: [CH:1]([N:4]1[C:12]2[C:7](=[CH:8][CH:9]=[CH:10][CH:11]=2)[C:6]([C:13]([NH:15][NH2:16])=[O:14])=[N:5]1)([CH3:3])[CH3:2].Cl.[CH:18]1([N:22]2[CH2:27][CH2:26][CH:25]([CH2:28][C:29](O)=O)[CH2:24][CH2:23]2)[CH2:21][CH2:20][CH2:19]1.P(Cl)(Cl)(Cl)=O. (4) The reactants are: [CH:1]1([N:7]2[CH2:15][C:14]3[C:9](=[CH:10][C:11]([N:16]4[CH2:21][CH2:20][NH:19][CH2:18][CH2:17]4)=[CH:12][CH:13]=3)[C:8]2=[O:22])[CH2:6][CH2:5][CH2:4][CH2:3][CH2:2]1.[CH:23]([O:36][C:37](N=[N+]=[N-])=[O:38])([C:30]1[CH:35]=[CH:34][CH:33]=[CH:32][CH:31]=1)[C:24]1[CH:29]=[CH:28][CH:27]=[CH:26][CH:25]=1. Given the product [CH:23]([O:36][C:37]([N:19]1[CH2:18][CH2:17][N:16]([C:11]2[CH:10]=[C:9]3[C:14]([CH2:15][N:7]([CH:1]4[CH2:2][CH2:3][CH2:4][CH2:5][CH2:6]4)[C:8]3=[O:22])=[CH:13][CH:12]=2)[CH2:21][CH2:20]1)=[O:38])([C:30]1[CH:31]=[CH:32][CH:33]=[CH:34][CH:35]=1)[C:24]1[CH:29]=[CH:28][CH:27]=[CH:26][CH:25]=1, predict the reactants needed to synthesize it.